This data is from Catalyst prediction with 721,799 reactions and 888 catalyst types from USPTO. The task is: Predict which catalyst facilitates the given reaction. (1) Reactant: [OH:1][N:2]=[C:3](Cl)[C:4]1[CH:9]=[CH:8][CH:7]=[CH:6][CH:5]=1.[C:11]([C:13]1[CH:22]=[CH:21][C:16]([C:17]([O:19][CH3:20])=[O:18])=[CH:15][CH:14]=1)#[CH:12].C(N(CC)CC)C.O. Product: [C:4]1([C:3]2[CH:12]=[C:11]([C:13]3[CH:22]=[CH:21][C:16]([C:17]([O:19][CH3:20])=[O:18])=[CH:15][CH:14]=3)[O:1][N:2]=2)[CH:9]=[CH:8][CH:7]=[CH:6][CH:5]=1. The catalyst class is: 7. (2) Reactant: CCN(C(C)C)C(C)C.[C:10]1([N:16]2[CH:20]=[C:19]([C:21]([NH:23][CH2:24][C:25]([OH:27])=O)=[O:22])[N:18]=[N:17]2)[CH:15]=[CH:14][CH:13]=[CH:12][CH:11]=1.C1C=CC2N(O)N=NC=2C=1.CCN=C=NCCCN(C)C.Cl.[NH:50]1[CH2:55][CH2:54][CH:53]([O:56][C:57]2[CH:58]=[C:59]([CH:62]=[CH:63][CH:64]=2)[C:60]#[N:61])[CH2:52][CH2:51]1.Cl.ClC1C=CC=CC=1OC1CCNCC1. Product: [C:60]([C:59]1[CH:58]=[C:57]([CH:64]=[CH:63][CH:62]=1)[O:56][CH:53]1[CH2:54][CH2:55][N:50]([C:25](=[O:27])[CH2:24][NH:23][C:21]([C:19]2[N:18]=[N:17][N:16]([C:10]3[CH:11]=[CH:12][CH:13]=[CH:14][CH:15]=3)[CH:20]=2)=[O:22])[CH2:51][CH2:52]1)#[N:61]. The catalyst class is: 18. (3) Reactant: [Cl:1][C:2]1[CH:3]=[C:4]([C:33]2[CH:38]=[CH:37][C:36]([C:39](O)=[O:40])=[CH:35][CH:34]=2)[CH:5]=[C:6]([Cl:32])[C:7]=1[CH2:8][C@@H:9]1[CH2:13][CH2:12][N:11]([C@H:14]2[CH2:19][CH2:18][C@H:17]([O:20][Si:21]([CH:28]([CH3:30])[CH3:29])([CH:25]([CH3:27])[CH3:26])[CH:22]([CH3:24])[CH3:23])[CH2:16][CH2:15]2)[C:10]1=[O:31].CCN=C=NCCCN(C)C.CN1CCOCC1.C1C=CC2N(O)N=NC=2C=1.Cl.[F:71][C:72]([F:80])([F:79])[CH:73]1[CH2:78][CH2:77][NH:76][CH2:75][CH2:74]1. Product: [Cl:1][C:2]1[CH:3]=[C:4]([C:33]2[CH:34]=[CH:35][C:36]([C:39]([N:76]3[CH2:77][CH2:78][CH:73]([C:72]([F:80])([F:79])[F:71])[CH2:74][CH2:75]3)=[O:40])=[CH:37][CH:38]=2)[CH:5]=[C:6]([Cl:32])[C:7]=1[CH2:8][C@@H:9]1[CH2:13][CH2:12][N:11]([C@H:14]2[CH2:19][CH2:18][C@H:17]([O:20][Si:21]([CH:22]([CH3:23])[CH3:24])([CH:28]([CH3:30])[CH3:29])[CH:25]([CH3:26])[CH3:27])[CH2:16][CH2:15]2)[C:10]1=[O:31]. The catalyst class is: 2. (4) Reactant: [Cl:1][C:2]1[CH:9]=[CH:8][C:7]([C:10]2[C:14]3[CH2:15][N:16]([S:19]([CH3:22])(=[O:21])=[O:20])[CH2:17][CH2:18][C:13]=3[N:12]([CH2:23][CH2:24][CH2:25][N:26]3[CH2:31][CH2:30][CH:29]([N:32]4[CH2:36][CH2:35][CH2:34][C:33]4=[O:37])[CH2:28][CH2:27]3)[N:11]=2)=[CH:6][C:3]=1[CH:4]=O.[NH2:38][C:39]1[CH:44]=[CH:43][CH:42]=[CH:41][CH:40]=1.CC(O)=O.[BH-](OC(C)=O)(OC(C)=O)OC(C)=O.[Na+]. Product: [Cl:1][C:2]1[CH:9]=[CH:8][C:7]([C:10]2[C:14]3[CH2:15][N:16]([S:19]([CH3:22])(=[O:20])=[O:21])[CH2:17][CH2:18][C:13]=3[N:12]([CH2:23][CH2:24][CH2:25][N:26]3[CH2:27][CH2:28][CH:29]([N:32]4[CH2:36][CH2:35][CH2:34][C:33]4=[O:37])[CH2:30][CH2:31]3)[N:11]=2)=[CH:6][C:3]=1[CH2:4][NH:38][C:39]1[CH:44]=[CH:43][CH:42]=[CH:41][CH:40]=1. The catalyst class is: 2.